This data is from Reaction yield outcomes from USPTO patents with 853,638 reactions. The task is: Predict the reaction yield, written as a fraction of the theoretical maximum amount of product (1.0 means a 100% yield; for example, 0.34 means a 34% yield). (1) The reactants are [OH:1][C:2]1[CH:7]=[CH:6][C:5]([C:8]([C:11]2[CH:16]=[CH:15][C:14]([OH:17])=[CH:13][CH:12]=2)([CH3:10])[CH3:9])=[CH:4][CH:3]=1.C([O-])([O-])=O.[K+].[K+].[CH2:24](Br)[C:25]#[CH:26].C(OCC)(=O)C. The catalyst is CN(C=O)C. The product is [CH2:26]([O:1][C:2]1[CH:3]=[CH:4][C:5]([C:8]([C:11]2[CH:12]=[CH:13][C:14]([OH:17])=[CH:15][CH:16]=2)([CH3:10])[CH3:9])=[CH:6][CH:7]=1)[C:25]#[CH:24]. The yield is 0.910. (2) The reactants are Cl[C:2]1[C:7]([NH2:8])=[C:6]([Cl:9])[N:5]=[CH:4][N:3]=1.[C:10]([N:17]1[CH2:22][CH2:21][NH:20][CH2:19][CH2:18]1)([O:12][C:13]([CH3:16])([CH3:15])[CH3:14])=[O:11]. The catalyst is C1(C)C=CC=CC=1. The product is [C:13]([O:12][C:10]([N:17]1[CH2:22][CH2:21][N:20]([C:2]2[C:7]([NH2:8])=[C:6]([Cl:9])[N:5]=[CH:4][N:3]=2)[CH2:19][CH2:18]1)=[O:11])([CH3:16])([CH3:14])[CH3:15]. The yield is 0.990. (3) The reactants are [NH2:1][C:2]1[CH:10]=[CH:9][C:5]([C:6]([OH:8])=[O:7])=[CH:4][C:3]=1[O:11][CH2:12][CH:13]=[C:14]([CH3:26])[CH2:15][CH2:16][CH:17]=[C:18]([CH3:25])[CH2:19][CH2:20][CH:21]=[C:22]([CH3:24])[CH3:23].C[O:28][C:29](=O)[C:30]1C=CC(NC(=O)C)=C(OCC=C(C)CCC=C(C)C)C=1. No catalyst specified. The product is [C:29]([NH:1][C:2]1[CH:10]=[CH:9][C:5]([C:6]([OH:8])=[O:7])=[CH:4][C:3]=1[O:11][CH2:12][CH:13]=[C:14]([CH3:26])[CH2:15][CH2:16][CH:17]=[C:18]([CH3:25])[CH2:19][CH2:20][CH:21]=[C:22]([CH3:24])[CH3:23])(=[O:28])[CH3:30]. The yield is 0.800. (4) The reactants are [NH2:1][C:2]1[N:3]=[C:4]([CH3:18])[C:5]2[CH:11]=[C:10]([C:12]#[CH:13])[C:9](=[O:14])[N:8]([CH:15]([CH3:17])[CH3:16])[C:6]=2[N:7]=1.[CH2:19]([N:21]([CH2:29][CH3:30])[C:22](=[O:28])[O:23][CH2:24][N:25]=[N+:26]=[N-:27])[CH3:20]. The catalyst is S([O-])([O-])(=O)=O.[Cu+2].CC(O)(C)C.O. The product is [CH2:29]([N:21]([CH2:19][CH3:20])[C:22](=[O:28])[O:23][CH2:24][N:25]1[CH:13]=[C:12]([C:10]2[C:9](=[O:14])[N:8]([CH:15]([CH3:16])[CH3:17])[C:6]3[N:7]=[C:2]([NH2:1])[N:3]=[C:4]([CH3:18])[C:5]=3[CH:11]=2)[N:27]=[N:26]1)[CH3:30]. The yield is 0.690. (5) The reactants are [CH2:1]([C:5]1[N:6]([CH2:10][C:11]2[CH:16]=[CH:15][CH:14]=[CH:13][C:12]=2[Cl:17])[CH:7]=[CH:8][N:9]=1)[CH2:2][CH2:3][CH3:4].C=O.[C:20]([O-])(=[O:22])C.[Na+]. The catalyst is C(O)(=O)C. The product is [CH2:1]([C:5]1[N:6]([CH2:10][C:11]2[CH:16]=[CH:15][CH:14]=[CH:13][C:12]=2[Cl:17])[C:7]([CH2:20][OH:22])=[CH:8][N:9]=1)[CH2:2][CH2:3][CH3:4]. The yield is 0.410. (6) The reactants are [ClH:1].C1(C(=[N:15][CH:16]([CH2:24][C:25]2[CH:30]=[CH:29][C:28]([O:31][C:32]([F:35])([F:34])[F:33])=[CH:27][CH:26]=2)[C:17]([O:19]C(C)(C)C)=[O:18])C2C=CC=CC=2)C=CC=CC=1. No catalyst specified. The product is [ClH:1].[NH2:15][CH:16]([CH2:24][C:25]1[CH:26]=[CH:27][C:28]([O:31][C:32]([F:33])([F:34])[F:35])=[CH:29][CH:30]=1)[C:17]([OH:19])=[O:18]. The yield is 0.910. (7) The reactants are [F:1][C:2]1[C:3]([NH:18][C@@H:19]2[CH2:24][CH2:23][CH2:22][N:21]([C:25](=[O:28])[CH:26]=[CH2:27])[CH2:20]2)=[N:4][C:5]([NH:8][C:9]2[CH:10]=[C:11]3[C:15](=[CH:16][CH:17]=2)[CH2:14][NH:13][CH2:12]3)=[N:6][CH:7]=1.[C:29](Cl)(=[O:31])[CH3:30]. The catalyst is C(Cl)Cl. The product is [C:29]([N:13]1[CH2:12][C:11]2[C:15](=[CH:16][CH:17]=[C:9]([NH:8][C:5]3[N:4]=[C:3]([NH:18][C@@H:19]4[CH2:24][CH2:23][CH2:22][N:21]([C:25](=[O:28])[CH:26]=[CH2:27])[CH2:20]4)[C:2]([F:1])=[CH:7][N:6]=3)[CH:10]=2)[CH2:14]1)(=[O:31])[CH3:30]. The yield is 0.360.